From a dataset of Reaction yield outcomes from USPTO patents with 853,638 reactions. Predict the reaction yield, written as a fraction of the theoretical maximum amount of product (1.0 means a 100% yield; for example, 0.34 means a 34% yield). (1) The reactants are C[O:2][C:3]([C:5]1[S:6][C:7]([C:27]2[CH:32]=[CH:31][CH:30]=[CH:29][CH:28]=2)=[CH:8][C:9]=1[N:10]([C:17](=[O:26])[C:18]1[CH:23]=[CH:22][C:21]([Cl:24])=[CH:20][C:19]=1[Cl:25])[C:11]1[CH:16]=[CH:15][CH:14]=[CH:13][CH:12]=1)=[O:4].[Li+].[OH-]. The catalyst is C1COCC1.CO.O. The product is [Cl:25][C:19]1[CH:20]=[C:21]([Cl:24])[CH:22]=[CH:23][C:18]=1[C:17]([N:10]([C:11]1[CH:16]=[CH:15][CH:14]=[CH:13][CH:12]=1)[C:9]1[CH:8]=[C:7]([C:27]2[CH:28]=[CH:29][CH:30]=[CH:31][CH:32]=2)[S:6][C:5]=1[C:3]([OH:4])=[O:2])=[O:26]. The yield is 0.600. (2) The reactants are N[C:2]1[C:10]([Cl:11])=[CH:9][C:5]([C:6]([OH:8])=[O:7])=[C:4]([O:12][CH3:13])[CH:3]=1.Cl.N([O-])=O.[Na+].[Cu](C#N)[C:20]#[N:21].[C-]#N.[Na+]. The catalyst is O. The product is [Cl:11][C:10]1[C:2]([C:20]#[N:21])=[CH:3][C:4]([O:12][CH3:13])=[C:5]([CH:9]=1)[C:6]([OH:8])=[O:7]. The yield is 0.700. (3) The reactants are [OH-].[Na+:2].[Br:3][C:4]1[N:5]([C:14]2[C:23]3[C:18](=[CH:19][CH:20]=[CH:21][CH:22]=3)[C:17]([CH:24]3[CH2:26][CH2:25]3)=[CH:16][CH:15]=2)[C:6]([S:9][CH2:10][C:11]([OH:13])=[O:12])=[N:7][N:8]=1. The catalyst is C(O)C. The product is [Br:3][C:4]1[N:5]([C:14]2[C:23]3[C:18](=[CH:19][CH:20]=[CH:21][CH:22]=3)[C:17]([CH:24]3[CH2:26][CH2:25]3)=[CH:16][CH:15]=2)[C:6]([S:9][CH2:10][C:11]([O-:13])=[O:12])=[N:7][N:8]=1.[Na+:2]. The yield is 1.00. (4) The reactants are [C:1]([N:4]1[CH2:7][CH:6]([CH2:8][O:9][C:10]2[CH:15]=[CH:14][C:13]([C:16]3[CH:17]=[C:18]4[C:22](=[CH:23][C:24]=3[Cl:25])[NH:21][CH:20]=[C:19]4[CH:26]=[O:27])=[CH:12][CH:11]=2)[CH2:5]1)(=[O:3])[CH3:2].CC(=CC)C.Cl([O-])=[O:34].[Na+].O.OP([O-])(O)=O.[Na+].S([O-])([O-])=O.[Na+].[Na+]. The catalyst is C(#N)C.C(O)(C)(C)C.O. The product is [C:1]([N:4]1[CH2:7][CH:6]([CH2:8][O:9][C:10]2[CH:11]=[CH:12][C:13]([C:16]3[CH:17]=[C:18]4[C:22](=[CH:23][C:24]=3[Cl:25])[NH:21][CH:20]=[C:19]4[C:26]([OH:34])=[O:27])=[CH:14][CH:15]=2)[CH2:5]1)(=[O:3])[CH3:2]. The yield is 0.120. (5) The reactants are FC(F)(F)S(O[C:7]1[CH:12]=[CH:11][C:10]([N:13]2[CH:18]=[C:17]([O:19][CH3:20])[C:16](=[O:21])[C:15]([C:22]3[N:26]([C:27]4[CH:32]=[CH:31][CH:30]=[CH:29][CH:28]=4)[N:25]=[CH:24][CH:23]=3)=[N:14]2)=[C:9]([F:33])[CH:8]=1)(=O)=O.[O:36]1[CH2:41][CH:40]=[C:39](B2OC(C)(C)C(C)(C)O2)[CH2:38][CH2:37]1.C([O-])([O-])=O.[Na+].[Na+].COCCOC. The catalyst is C1C=CC([P]([Pd]([P](C2C=CC=CC=2)(C2C=CC=CC=2)C2C=CC=CC=2)([P](C2C=CC=CC=2)(C2C=CC=CC=2)C2C=CC=CC=2)[P](C2C=CC=CC=2)(C2C=CC=CC=2)C2C=CC=CC=2)(C2C=CC=CC=2)C2C=CC=CC=2)=CC=1.O. The product is [O:36]1[CH2:37][CH:38]=[C:39]([C:7]2[CH:12]=[CH:11][C:10]([N:13]3[CH:18]=[C:17]([O:19][CH3:20])[C:16](=[O:21])[C:15]([C:22]4[N:26]([C:27]5[CH:32]=[CH:31][CH:30]=[CH:29][CH:28]=5)[N:25]=[CH:24][CH:23]=4)=[N:14]3)=[C:9]([F:33])[CH:8]=2)[CH2:40][CH2:41]1. The yield is 0.910. (6) The reactants are [N+:1]([C:4]1[NH:8][N:7]=[CH:6][CH:5]=1)([O-:3])=[O:2].[H-].[Na+].Br[CH2:12][CH2:13][CH:14]([CH3:16])[CH3:15].O. The catalyst is CN(C=O)C. The product is [CH2:12]([N:7]1[CH:6]=[CH:5][C:4]([N+:1]([O-:3])=[O:2])=[N:8]1)[CH2:13][CH:14]([CH3:16])[CH3:15]. The yield is 0.617.